Task: Predict the reaction yield, written as a fraction of the theoretical maximum amount of product (1.0 means a 100% yield; for example, 0.34 means a 34% yield).. Dataset: Reaction yield outcomes from USPTO patents with 853,638 reactions (1) The reactants are Cl.[NH2:2][C@@H:3]([CH2:8][C:9]1[CH:14]=[CH:13][CH:12]=[CH:11][CH:10]=1)[C:4](=[O:7])[CH2:5][Cl:6].Cl[C:16]([O:18][CH3:19])=[O:17].C(=O)([O-])O.[Na+]. The catalyst is O.C1(C)C=CC=CC=1. The product is [CH3:19][O:18][C:16]([NH:2][C@@H:3]([CH2:8][C:9]1[CH:14]=[CH:13][CH:12]=[CH:11][CH:10]=1)[C:4](=[O:7])[CH2:5][Cl:6])=[O:17]. The yield is 0.780. (2) The catalyst is Cl. The yield is 0.610. The reactants are C[O:2][C:3]([C:7]1[CH:12]=[CH:11][N:10]2[C:13]([C:16]3[CH:21]=[CH:20][N:19]=[C:18]([C:22]4[CH:27]=[CH:26][N:25]=[CH:24][CH:23]=4)[N:17]=3)=[CH:14][N:15]=[C:9]2[N:8]=1)(OC)[CH3:4].CO.C(Cl)Cl.C([O-])(O)=O.[Na+]. The product is [N:25]1[CH:24]=[CH:23][C:22]([C:18]2[N:17]=[C:16]([C:13]3[N:10]4[CH:11]=[CH:12][C:7]([C:3](=[O:2])[CH3:4])=[N:8][C:9]4=[N:15][CH:14]=3)[CH:21]=[CH:20][N:19]=2)=[CH:27][CH:26]=1. (3) The reactants are [OH:1][CH2:2][CH2:3][CH2:4][N:5]1[C:9]2[CH:10]=[CH:11][C:12]([C:14]#N)=[CH:13][C:8]=2[NH:7][C:6]1=[O:16].C(O)=[O:18]. The catalyst is O. The product is [OH:1][CH2:2][CH2:3][CH2:4][N:5]1[C:9]2[CH:10]=[CH:11][C:12]([CH:14]=[O:18])=[CH:13][C:8]=2[NH:7][C:6]1=[O:16]. The yield is 0.960.